This data is from Full USPTO retrosynthesis dataset with 1.9M reactions from patents (1976-2016). The task is: Predict the reactants needed to synthesize the given product. (1) Given the product [C:1]([O:5][C:6]([NH:8][CH2:9][C@H:10]1[CH2:15][CH2:14][C@H:13]([C:16]([NH:18][C@H:19]([C:20](=[O:21])[NH:68][C:66]2[CH:65]=[CH:64][C:62]3[NH:63][C:59]([C:55]4[CH:54]=[N:53][CH:58]=[CH:57][CH:56]=4)=[N:60][C:61]=3[CH:67]=2)[CH2:23][C:24]2[CH:29]=[CH:28][C:27]([C:30]3[CH:35]=[CH:34][C:33]([C:36]([NH:37][CH:38]4[CH2:39][CH2:40][N:41]([C:44]([O:46][C:47]([CH3:50])([CH3:49])[CH3:48])=[O:45])[CH2:42][CH2:43]4)=[O:51])=[CH:32][C:31]=3[CH3:52])=[CH:26][CH:25]=2)=[O:17])[CH2:12][CH2:11]1)=[O:7])([CH3:3])([CH3:2])[CH3:4], predict the reactants needed to synthesize it. The reactants are: [C:1]([O:5][C:6]([NH:8][CH2:9][C@H:10]1[CH2:15][CH2:14][C@H:13]([C:16]([NH:18][C@@H:19]([CH2:23][C:24]2[CH:29]=[CH:28][C:27]([C:30]3[CH:35]=[CH:34][C:33]([C:36](=[O:51])[NH:37][CH:38]4[CH2:43][CH2:42][N:41]([C:44]([O:46][C:47]([CH3:50])([CH3:49])[CH3:48])=[O:45])[CH2:40][CH2:39]4)=[CH:32][C:31]=3[CH3:52])=[CH:26][CH:25]=2)[C:20](O)=[O:21])=[O:17])[CH2:12][CH2:11]1)=[O:7])([CH3:4])([CH3:3])[CH3:2].[N:53]1[CH:58]=[CH:57][CH:56]=[C:55]([C:59]2[NH:63][C:62]3[CH:64]=[CH:65][C:66]([NH2:68])=[CH:67][C:61]=3[N:60]=2)[CH:54]=1.C(N(CC)C(C)C)(C)C.F[P-](F)(F)(F)(F)F.CN(C(ON1C2=NC=CC=C2N=N1)=[N+](C)C)C. (2) Given the product [Cl:1][C:2]1[N:7]=[C:6]([NH2:8])[CH:5]=[C:4]([C:17]2[C:25]3[C:20](=[N:21][CH:22]=[CH:23][N:24]=3)[NH:19][CH:18]=2)[CH:3]=1, predict the reactants needed to synthesize it. The reactants are: [Cl:1][C:2]1[N:7]=[C:6]([NH:8]C(=O)C2C=CC=CC=2)[CH:5]=[C:4]([C:17]2[C:25]3[C:20](=[N:21][CH:22]=[CH:23][N:24]=3)[N:19](S(C3C=CC=CC=3)(=O)=O)[CH:18]=2)[CH:3]=1.Cl. (3) The reactants are: [CH3:1][O:2][C:3]1[CH:4]=[CH:5][C:6]2[N:11]=[CH:10][C:9](=[O:12])[N:8]([CH2:13][CH2:14][N:15]3[CH2:20][CH2:19][CH:18]([NH:21]C(=O)OC(C)(C)C)[CH2:17][CH2:16]3)[C:7]=2[N:29]=1.[ClH:30].C(OCC)(=O)C. Given the product [ClH:30].[NH2:21][CH:18]1[CH2:17][CH2:16][N:15]([CH2:14][CH2:13][N:8]2[C:9](=[O:12])[CH:10]=[N:11][C:6]3[CH:5]=[CH:4][C:3]([O:2][CH3:1])=[N:29][C:7]2=3)[CH2:20][CH2:19]1, predict the reactants needed to synthesize it. (4) Given the product [C:21]([C:20]1[CH:23]=[CH:24][C:17]([CH2:16][N:6]2[C:7]3[C:3](=[C:2]([F:1])[CH:10]=[CH:9][CH:8]=3)[C:4]([C:11]([O:13][CH3:14])=[O:12])=[CH:5]2)=[CH:18][CH:19]=1)#[N:22], predict the reactants needed to synthesize it. The reactants are: [F:1][C:2]1[CH:10]=[CH:9][CH:8]=[C:7]2[C:3]=1[C:4]([C:11]([O:13][CH3:14])=[O:12])=[CH:5][NH:6]2.Cl[CH2:16][C:17]1[CH:24]=[CH:23][C:20]([C:21]#[N:22])=[CH:19][CH:18]=1. (5) Given the product [Cl:18][C:19]1[CH:28]=[CH:27][CH:26]=[C:25]([F:29])[C:20]=1[CH:21]([N:22]([CH3:24])[CH3:23])[C:16]1[C:15]2[C:10](=[CH:11][CH:12]=[CH:13][CH:14]=2)[NH:9][C:8]=1[C:5]1[CH:4]=[CH:3][C:2]([Cl:1])=[CH:7][CH:6]=1, predict the reactants needed to synthesize it. The reactants are: [Cl:1][C:2]1[CH:7]=[CH:6][C:5]([C:8]2[NH:9][C:10]3[C:15]([CH:16]=2)=[CH:14][CH:13]=[CH:12][CH:11]=3)=[CH:4][CH:3]=1.[Cl-].[Cl:18][C:19]1[CH:28]=[CH:27][CH:26]=[C:25]([F:29])[C:20]=1[CH:21]=[N+:22]([CH3:24])[CH3:23].ClC1C=CC=C(F)C=1C=O.CNC. (6) Given the product [CH2:1]([O:8][N:9]1[C:15](=[O:16])[N:14]2[CH2:17][C@H:10]1[CH2:11][CH2:12][C@H:13]2[C:18]([NH:33][O:34][CH2:35][C@@H:36]1[CH2:39][CH2:38][N:37]1[C:40]([O:42][C:43]([CH3:46])([CH3:45])[CH3:44])=[O:41])=[O:20])[C:2]1[CH:3]=[CH:4][CH:5]=[CH:6][CH:7]=1, predict the reactants needed to synthesize it. The reactants are: [CH2:1]([O:8][N:9]1[C:15](=[O:16])[N:14]2[CH2:17][C@H:10]1[CH2:11][CH2:12][C@H:13]2[C:18]([O:20]N1C(=O)[C@H]2[C@H]([C@@H]3C[C@H]2C=C3)C1=O)=O)[C:2]1[CH:7]=[CH:6][CH:5]=[CH:4][CH:3]=1.[NH2:33][O:34][CH2:35][C@@H:36]1[CH2:39][CH2:38][N:37]1[C:40]([O:42][C:43]([CH3:46])([CH3:45])[CH3:44])=[O:41]. (7) Given the product [CH:5]([OH:17])=[O:4].[C:12]([C:10]1[CH:11]=[C:7]([NH:6][C:5]([NH:56][C@@H:49]2[C:50]3[C:55](=[CH:54][CH:53]=[CH:52][CH:51]=3)[C@H:46]([O:45][C:42]3[CH:43]=[CH:44][C:39]4[N:40]([C:36]([C:22]5[C:21]([Cl:20])=[CH:26][C:25]([CH2:27][N:28]6[CH2:33][CH2:32][N:31]([CH3:34])[CH2:30][CH2:29]6)=[CH:24][C:23]=5[Cl:35])=[N:37][N:38]=4)[CH:41]=3)[CH2:47][CH2:48]2)=[O:17])[N:8]([CH3:16])[N:9]=1)([CH3:13])([CH3:14])[CH3:15], predict the reactants needed to synthesize it. The reactants are: ClC(Cl)(Cl)C[O:4][C:5](=[O:17])[NH:6][C:7]1[N:8]([CH3:16])[N:9]=[C:10]([C:12]([CH3:15])([CH3:14])[CH3:13])[CH:11]=1.[Cl:20][C:21]1[CH:26]=[C:25]([CH2:27][N:28]2[CH2:33][CH2:32][N:31]([CH3:34])[CH2:30][CH2:29]2)[CH:24]=[C:23]([Cl:35])[C:22]=1[C:36]1[N:40]2[CH:41]=[C:42]([O:45][C@H:46]3[C:55]4[C:50](=[CH:51][CH:52]=[CH:53][CH:54]=4)[C@@H:49]([NH2:56])[CH2:48][CH2:47]3)[CH:43]=[CH:44][C:39]2=[N:38][N:37]=1.CCN(C(C)C)C(C)C. (8) Given the product [CH3:1][C:2]1[C:3](/[C:7](=[N:14]\[O:15][CH2:16][C:17]2[N:22]=[C:21]([NH2:23])[CH:20]=[CH:19][CH:18]=2)/[C:8]2[CH:9]=[CH:10][CH:11]=[CH:12][CH:13]=2)=[N:4][S:5][N:6]=1, predict the reactants needed to synthesize it. The reactants are: [CH3:1][C:2]1[C:3](/[C:7](=[N:14]\[O:15][CH2:16][C:17]2[N:22]=[C:21]([N:23]3C(=O)C4C(=CC=CC=4)C3=O)[CH:20]=[CH:19][CH:18]=2)/[C:8]2[CH:13]=[CH:12][CH:11]=[CH:10][CH:9]=2)=[N:4][S:5][N:6]=1.O.NN. (9) Given the product [CH3:1][C:2]1[N:18]2[C:5]([CH2:6][C:7]3[C:15]4[CH:14]=[CH:13][CH:12]=[CH:11][C:10]=4[N:9]([CH3:16])[C:8]=3[CH2:17]2)=[C:4]([CH2:19][OH:20])[C:3]=1[CH2:23][OH:24], predict the reactants needed to synthesize it. The reactants are: [CH3:1][C:2]1[N:18]2[C:5]([CH2:6][C:7]3[C:15]4[CH:14]=[CH:13][CH:12]=[CH:11][C:10]=4[N:9]([CH3:16])[C:8]=3[CH2:17]2)=[C:4]([C:19](OC)=[O:20])[C:3]=1[C:23](OC)=[O:24].[H-].[H-].[H-].[H-].[Li+].[Al+3].